This data is from Catalyst prediction with 721,799 reactions and 888 catalyst types from USPTO. The task is: Predict which catalyst facilitates the given reaction. (1) Reactant: [OH:1][CH2:2][C:3]1[CH:4]=[CH:5][C:6]2[S:10][CH:9]=[CH:8][C:7]=2[CH:11]=1.C1C(=O)N([Br:19])C(=O)C1. Product: [Br:19][C:8]1[C:7]2[CH:11]=[C:3]([CH2:2][OH:1])[CH:4]=[CH:5][C:6]=2[S:10][CH:9]=1. The catalyst class is: 1. (2) Reactant: [C:1]([C@@H:9]1[CH2:13][CH:12]([CH2:14][C:15]2[CH:20]=[CH:19][C:18]([C:21]3[CH:26]=[CH:25][CH:24]=[CH:23][CH:22]=3)=[CH:17][CH:16]=2)[N:11](/[CH:27]=[CH:28]/[C:29]2[CH:34]=[CH:33][CH:32]=[CH:31][CH:30]=2)[C:10]1=[O:35])(=O)C1C=CC=CC=1.C=O.C1CCN2C(=NCCC2)CC1.[Cl-].[Li+]. The catalyst class is: 207. Product: [C:18]1([C:21]2[CH:22]=[CH:23][CH:24]=[CH:25][CH:26]=2)[CH:17]=[CH:16][C:15]([CH2:14][C@H:12]2[N:11](/[CH:27]=[CH:28]/[C:29]3[CH:30]=[CH:31][CH:32]=[CH:33][CH:34]=3)[C:10](=[O:35])[C:9](=[CH2:1])[CH2:13]2)=[CH:20][CH:19]=1. (3) Reactant: [F:1][C:2]1[CH:3]=[C:4]([CH:8]=[CH:9][CH:10]=1)[C:5]([OH:7])=O.[CH3:11][C:12]1([CH3:20])[O:17][C:16](=[O:18])[CH2:15][C:14](=[O:19])[O:13]1.CCN=C=NCCCN(C)C.Cl.O. Product: [F:1][C:2]1[CH:3]=[C:4]([CH:8]=[CH:9][CH:10]=1)[C:5]([CH:15]1[C:16](=[O:18])[O:17][C:12]([CH3:20])([CH3:11])[O:13][C:14]1=[O:19])=[O:7]. The catalyst class is: 64. (4) Reactant: [F:1][C:2]([F:14])([F:13])[O:3][C:4]1[CH:12]=[CH:11][C:7]([C:8]([NH2:10])=[S:9])=[CH:6][CH:5]=1.Br[CH2:16][C:17](=O)[C:18]([O:20][CH2:21][CH3:22])=[O:19].N1C(C)=CC=CC=1C.FC(F)(F)C(OC(=O)C(F)(F)F)=O. Product: [CH2:21]([O:20][C:18]([C:17]1[N:10]=[C:8]([C:7]2[CH:11]=[CH:12][C:4]([O:3][C:2]([F:13])([F:1])[F:14])=[CH:5][CH:6]=2)[S:9][CH:16]=1)=[O:19])[CH3:22]. The catalyst class is: 1.